Dataset: Peptide-MHC class I binding affinity with 185,985 pairs from IEDB/IMGT. Task: Regression. Given a peptide amino acid sequence and an MHC pseudo amino acid sequence, predict their binding affinity value. This is MHC class I binding data. (1) The peptide sequence is TSASEIKDR. The MHC is HLA-A03:01 with pseudo-sequence HLA-A03:01. The binding affinity (normalized) is 0. (2) The peptide sequence is VQPPQLTLQV. The MHC is HLA-A02:01 with pseudo-sequence HLA-A02:01. The binding affinity (normalized) is 0.105. (3) The peptide sequence is MEFWLVAAL. The binding affinity (normalized) is 0.213. The MHC is HLA-B83:01 with pseudo-sequence HLA-B83:01. (4) The peptide sequence is MSDIFHALV. The MHC is HLA-A24:03 with pseudo-sequence HLA-A24:03. The binding affinity (normalized) is 0.0847. (5) The peptide sequence is VVRDFENYVK. The MHC is HLA-A11:01 with pseudo-sequence HLA-A11:01. The binding affinity (normalized) is 0.684. (6) The peptide sequence is QTVEDEARR. The MHC is HLA-A23:01 with pseudo-sequence HLA-A23:01. The binding affinity (normalized) is 0. (7) The MHC is HLA-B44:02 with pseudo-sequence HLA-B44:02. The peptide sequence is GYSFSIPGY. The binding affinity (normalized) is 0.0847. (8) The binding affinity (normalized) is 0.214. The peptide sequence is LQFIVFLLLA. The MHC is HLA-A02:01 with pseudo-sequence HLA-A02:01. (9) The peptide sequence is IRTDSGNIL. The MHC is HLA-B39:01 with pseudo-sequence HLA-B39:01. The binding affinity (normalized) is 0.638. (10) The peptide sequence is APRGFRAAF. The MHC is HLA-A02:06 with pseudo-sequence HLA-A02:06. The binding affinity (normalized) is 0.0847.